This data is from Full USPTO retrosynthesis dataset with 1.9M reactions from patents (1976-2016). The task is: Predict the reactants needed to synthesize the given product. (1) Given the product [CH3:18][N:19]([CH3:20])[C:14](=[O:15])[CH2:13][C@@H:12]([NH:11][C:1](=[O:2])[O:3][CH2:4][C:5]1[CH:10]=[CH:9][CH:8]=[CH:7][CH:6]=1)[CH2:17][OH:16], predict the reactants needed to synthesize it. The reactants are: [C:1]([NH:11][C@@H:12]1[CH2:17][O:16][C:14](=[O:15])[CH2:13]1)([O:3][CH2:4][C:5]1[CH:10]=[CH:9][CH:8]=[CH:7][CH:6]=1)=[O:2].[CH3:18][NH:19][CH3:20]. (2) The reactants are: Cl[C:2]1[C:7]([N+:8]([O-:10])=[O:9])=[CH:6][CH:5]=[CH:4][N:3]=1.[NH:11]1[CH2:16][CH2:15][NH:14][CH2:13][CH2:12]1.C(#N)C. Given the product [N+:8]([C:7]1[C:2]([N:11]2[CH2:16][CH2:15][NH:14][CH2:13][CH2:12]2)=[N:3][CH:4]=[CH:5][CH:6]=1)([O-:10])=[O:9], predict the reactants needed to synthesize it. (3) Given the product [CH3:33][O:32][C:27]1[C:28](=[O:29])[CH:30]=[C:31]2[C@@H:15]([NH2:14])[CH2:16][CH2:17][C:18]3[C:23]([C:24]2=[CH:25][CH:26]=1)=[C:22]([O:34][CH3:35])[C:21]([O:36][CH3:37])=[C:20]([O:38][CH3:39])[CH:19]=3, predict the reactants needed to synthesize it. The reactants are: C(C(C)=O)C.C(O)(=O)C.O.CC([NH:14][C@@H:15]1[C:31]2[C:24](=[CH:25][CH:26]=[C:27]([O:32][CH3:33])[C:28]([CH:30]=2)=[O:29])[C:23]2[C:22]([O:34][CH3:35])=[C:21]([O:36][CH3:37])[C:20]([O:38][CH3:39])=[CH:19][C:18]=2[CH2:17][CH2:16]1)=O.